From a dataset of Catalyst prediction with 721,799 reactions and 888 catalyst types from USPTO. Predict which catalyst facilitates the given reaction. (1) Reactant: [CH3:1][C:2]1[CH:7]=[CH:6][C:5]([S:8](Cl)(=[O:10])=[O:9])=[CH:4][CH:3]=1.[C:12]1([C:18]2([C:24]#[N:25])[CH2:23][CH2:22][NH:21][CH2:20][CH2:19]2)[CH:17]=[CH:16][CH:15]=[CH:14][CH:13]=1.C(N(CC)CC)C.O. Product: [C:12]1([C:18]2([C:24]#[N:25])[CH2:19][CH2:20][N:21]([S:8]([C:5]3[CH:6]=[CH:7][C:2]([CH3:1])=[CH:3][CH:4]=3)(=[O:10])=[O:9])[CH2:22][CH2:23]2)[CH:13]=[CH:14][CH:15]=[CH:16][CH:17]=1. The catalyst class is: 4. (2) Reactant: [F:1][C:2]1[CH:3]=[C:4]([N:23]2[CH2:27][CH:26]([CH2:28][OH:29])[O:25][C:24]2=[O:30])[CH:5]=[CH:6][C:7]=1[C:8]1[CH:9]=[N:10][C:11]([NH:14][C:15]2[N:16]=[N:17][N:18](COC)[CH:19]=2)=[CH:12][CH:13]=1.Cl. Product: [NH:18]1[CH:19]=[C:15]([NH:14][C:11]2[N:10]=[CH:9][C:8]([C:7]3[CH:6]=[CH:5][C:4]([N:23]4[CH2:27][CH:26]([CH2:28][OH:29])[O:25][C:24]4=[O:30])=[CH:3][C:2]=3[F:1])=[CH:13][CH:12]=2)[N:16]=[N:17]1. The catalyst class is: 7.